From a dataset of Forward reaction prediction with 1.9M reactions from USPTO patents (1976-2016). Predict the product of the given reaction. Given the reactants [CH3:1][O:2][C:3]1[C:12]2[C:7](=[CH:8][CH:9]=[CH:10][CH:11]=2)[C:6]([O:13][CH3:14])=[CH:5][C:4]=1[CH2:15][OH:16].[Li]CCCC.[CH3:22][S:23]SC.Cl, predict the reaction product. The product is: [CH3:1][O:2][C:3]1[C:12]2[C:7](=[CH:8][CH:9]=[CH:10][CH:11]=2)[C:6]([O:13][CH3:14])=[C:5]([S:23][CH3:22])[C:4]=1[CH2:15][OH:16].